From a dataset of Full USPTO retrosynthesis dataset with 1.9M reactions from patents (1976-2016). Predict the reactants needed to synthesize the given product. (1) Given the product [Cl:1][C:2]1[C:3]2[C:10]([C:12]([F:14])([F:13])[F:11])=[CH:9][NH:8][C:4]=2[N:5]=[CH:6][N:7]=1, predict the reactants needed to synthesize it. The reactants are: [Cl:1][C:2]1[C:3]2[CH:10]=[CH:9][NH:8][C:4]=2[N:5]=[CH:6][N:7]=1.[F:11][C:12](S([O-])=O)([F:14])[F:13].[Na+].C(OO)(C)(C)C.C([O-])(O)=O.[Na+]. (2) Given the product [F:1][C:2]1[C:3]([O:20][CH2:21][C:22]2[CH:23]=[CH:24][CH:25]=[CH:26][CH:27]=2)=[C:4]([C:8]2[N:13]([CH2:32][CH2:33][C:34]3[CH:39]=[CH:38][CH:37]=[CH:36][CH:35]=3)[C:12](=[O:14])[C:11]([CH2:15][CH:16]([CH3:17])[CH3:18])=[C:10]([CH3:19])[N:9]=2)[CH:5]=[CH:6][CH:7]=1, predict the reactants needed to synthesize it. The reactants are: [F:1][C:2]1[C:3]([O:20][CH2:21][C:22]2[CH:27]=[CH:26][CH:25]=[CH:24][CH:23]=2)=[C:4]([C:8]2[NH:9][C:10]([CH3:19])=[C:11]([CH2:15][CH:16]([CH3:18])[CH3:17])[C:12](=[O:14])[N:13]=2)[CH:5]=[CH:6][CH:7]=1.[H-].[Li+].[Br-].[Li+].[CH2:32](Br)[CH2:33][C:34]1[CH:39]=[CH:38][CH:37]=[CH:36][CH:35]=1.